This data is from Full USPTO retrosynthesis dataset with 1.9M reactions from patents (1976-2016). The task is: Predict the reactants needed to synthesize the given product. (1) The reactants are: [CH3:1][O:2][C:3](=[O:12])[C:4]1[CH:9]=[CH:8][C:7](F)=[CH:6][C:5]=1[CH3:11].[CH3:13][N:14]1[CH2:19][CH2:18][NH:17][CH2:16][CH2:15]1.C([O-])([O-])=O.[K+].[K+].CS(C)=O. Given the product [CH3:11][C:5]1[CH:6]=[C:7]([N:17]2[CH2:18][CH2:19][N:14]([CH3:13])[CH2:15][CH2:16]2)[CH:8]=[CH:9][C:4]=1[C:3]([O:2][CH3:1])=[O:12], predict the reactants needed to synthesize it. (2) Given the product [Br:1][C:2]1[CH:3]=[C:4]2[C:8](=[CH:9][CH:10]=1)[NH:7][C:6]([N:51]([CH2:50][C:49]1[CH:52]=[CH:53][CH:54]=[C:47]([F:46])[CH:48]=1)[C:44]([NH2:41])=[O:29])=[C:5]2[S:14]([N:17]1[CH2:21][CH2:20][CH2:19][CH2:18]1)(=[O:16])=[O:15], predict the reactants needed to synthesize it. The reactants are: [Br:1][C:2]1[CH:3]=[C:4]2[C:8](=[CH:9][CH:10]=1)[NH:7][C:6](C(O)=O)=[C:5]2[S:14]([N:17]1[CH2:21][CH2:20][CH2:19][CH2:18]1)(=[O:16])=[O:15].C1(P(N=[N+]=[N-])(C2C=CC=CC=2)=[O:29])C=CC=CC=1.C([N:41]([CH2:44]C)CC)C.[F:46][C:47]1[CH:48]=[C:49]([CH:52]=[CH:53][CH:54]=1)[CH2:50][NH2:51].